Dataset: Full USPTO retrosynthesis dataset with 1.9M reactions from patents (1976-2016). Task: Predict the reactants needed to synthesize the given product. (1) Given the product [CH2:45]([O:47][C:48](=[O:68])[C:49]1[C:54]([NH:55][C:56]2[CH:61]=[CH:60][C:59]([I:62])=[CH:58][C:57]=2[F:63])=[CH:53][C:52]([NH:64][CH2:65][CH2:66][OH:67])=[N:51][CH:50]=1)[CH3:46], predict the reactants needed to synthesize it. The reactants are: C(OC(C1C(NC2C=CC(I)=CC=2F)=CC2N(CCN=2)C=1)=O)C.C(OC(=O)C1C(NC2C=CC(I)=CC=2F)=CC(Cl)=NC=1)C.[CH2:45]([O:47][C:48](=[O:68])[C:49]1[C:54]([NH:55][C:56]2[CH:61]=[CH:60][C:59]([I:62])=[CH:58][C:57]=2[F:63])=[CH:53][C:52]([NH:64][CH2:65][CH2:66][OH:67])=[N:51][CH:50]=1)[CH3:46].C(CN)O. (2) Given the product [F:8][C:5]1[N:4]=[C:3]([CH:9]=[O:10])[C:2]([C:16]2[N:17]=[CH:18][N:19]([C:21]([C:22]3[CH:27]=[CH:26][CH:25]=[CH:24][CH:23]=3)([C:34]3[CH:35]=[CH:36][CH:37]=[CH:38][CH:39]=3)[C:28]3[CH:29]=[CH:30][CH:31]=[CH:32][CH:33]=3)[CH:20]=2)=[CH:7][CH:6]=1, predict the reactants needed to synthesize it. The reactants are: Br[C:2]1[C:3]([CH:9]=[O:10])=[N:4][C:5]([F:8])=[CH:6][CH:7]=1.C([Sn](CCCC)(CCCC)[C:16]1[N:17]=[CH:18][N:19]([C:21]([C:34]2[CH:39]=[CH:38][CH:37]=[CH:36][CH:35]=2)([C:28]2[CH:33]=[CH:32][CH:31]=[CH:30][CH:29]=2)[C:22]2[CH:27]=[CH:26][CH:25]=[CH:24][CH:23]=2)[CH:20]=1)CCC. (3) Given the product [C:7]([O:11][C:12]([N:14]1[CH2:19][CH2:18][CH:17]([O:20][C:22]2[CH:29]=[CH:28][C:25]([C:26]#[N:27])=[C:24]([CH3:30])[CH:23]=2)[CH2:16][CH2:15]1)=[O:13])([CH3:10])([CH3:8])[CH3:9], predict the reactants needed to synthesize it. The reactants are: CC(C)([O-])C.[K+].[C:7]([O:11][C:12]([N:14]1[CH2:19][CH2:18][CH:17]([OH:20])[CH2:16][CH2:15]1)=[O:13])([CH3:10])([CH3:9])[CH3:8].F[C:22]1[CH:29]=[CH:28][C:25]([C:26]#[N:27])=[C:24]([CH3:30])[CH:23]=1. (4) Given the product [NH2:31][C:29]1[CH:28]=[CH:27][C:3]([O:4][C:5]2[CH:10]=[CH:9][N:8]=[C:7]3[CH:11]=[C:12]([C:14]4[N:15]([CH3:26])[C:16]([CH2:19][N:20]5[CH2:24][CH2:23][CH2:22][C:21]5=[O:25])=[CH:17][N:18]=4)[S:13][C:6]=23)=[C:2]([F:1])[CH:30]=1, predict the reactants needed to synthesize it. The reactants are: [F:1][C:2]1[CH:30]=[C:29]([N+:31]([O-])=O)[CH:28]=[CH:27][C:3]=1[O:4][C:5]1[CH:10]=[CH:9][N:8]=[C:7]2[CH:11]=[C:12]([C:14]3[N:15]([CH3:26])[C:16]([CH2:19][N:20]4[CH2:24][CH2:23][CH2:22][C:21]4=[O:25])=[CH:17][N:18]=3)[S:13][C:6]=12.[Cl-].[NH4+]. (5) Given the product [S:24]1[CH:28]=[CH:27][CH:26]=[C:25]1[C:2]1[CH:3]=[C:4]2[C:9](=[C:10]([C:12]3[C:21]4[C:16](=[CH:17][CH:18]=[CH:19][CH:20]=4)[CH:15]=[CH:14][CH:13]=3)[CH:11]=1)[N:8]=[C:7]([C:22]#[N:23])[CH:6]=[CH:5]2, predict the reactants needed to synthesize it. The reactants are: I[C:2]1[CH:3]=[C:4]2[C:9](=[C:10]([C:12]3[C:21]4[C:16](=[CH:17][CH:18]=[CH:19][CH:20]=4)[CH:15]=[CH:14][CH:13]=3)[CH:11]=1)[N:8]=[C:7]([C:22]#[N:23])[CH:6]=[CH:5]2.[S:24]1[CH:28]=[CH:27][CH:26]=[C:25]1B(O)O.C([O-])([O-])=O.[K+].[K+]. (6) Given the product [F:3][CH2:4][CH2:5][O:6][C:7]1[CH:12]=[CH:11][C:10]([O:13][CH2:14][CH:16]2[CH2:17][O:18]2)=[CH:9][CH:8]=1, predict the reactants needed to synthesize it. The reactants are: [OH-].[Na+].[F:3][CH2:4][CH2:5][O:6][C:7]1[CH:12]=[CH:11][C:10]([OH:13])=[CH:9][CH:8]=1.[CH2:14]([CH:16]1[O:18][CH2:17]1)Cl.CCOC(C)=O. (7) Given the product [N:4]1[NH:3][N:2]=[N:1][C:5]=1[CH2:6][NH:7][C:8]1[CH:9]=[C:10]2[C:14](=[CH:15][CH:16]=1)[N:13]([OH:17])[N:12]=[CH:11]2, predict the reactants needed to synthesize it. The reactants are: [N:1]1[NH:2][N:3]=[N:4][C:5]=1[CH2:6][NH:7][C:8]1[CH:9]=[C:10]2[C:14](=[CH:15][CH:16]=1)[N:13]([O:17]CC1C=CC=CC=1)[N:12]=[CH:11]2. (8) The reactants are: [F:1][C:2]1[CH:3]=[C:4]([OH:9])[CH:5]=[CH:6][C:7]=1[F:8].C(=O)([O-])[O-].[K+].[K+].I[CH:17]([CH3:19])[CH3:18]. Given the product [F:8][C:7]1[CH:6]=[CH:5][C:4]([O:9][CH:17]([CH3:19])[CH3:18])=[CH:3][C:2]=1[F:1], predict the reactants needed to synthesize it. (9) Given the product [NH2:31][C:30]1[C:18]2[C:17]([C:9]3[CH:8]=[N:7][C:16]4[C:11]([CH:10]=3)=[CH:12][CH:13]=[CH:14][CH:15]=4)=[C:25]3[N:20]([C:19]=2[N:27]=[CH:28][N:29]=1)[CH2:21][C@@H:22]([NH:26][C:4](=[O:6])/[CH:3]=[CH:2]/[Cl:1])[CH2:23][CH2:24]3, predict the reactants needed to synthesize it. The reactants are: [Cl:1]/[CH:2]=[CH:3]/[C:4]([OH:6])=O.[N:7]1[C:16]2[C:11](=[CH:12][CH:13]=[CH:14][CH:15]=2)[CH:10]=[C:9]([C:17]2[C:18]3[C:30]([NH2:31])=[N:29][CH:28]=[N:27][C:19]=3[N:20]3[C:25]=2[CH2:24][CH2:23][CH:22]([NH2:26])[CH2:21]3)[CH:8]=1.Cl.CN(C)CCCN=C=NCC.C(=O)(O)[O-].[Na+]. (10) Given the product [Cl:35][C@H:4]1[C@@H:6]([CH3:8])[O:7][C@@H:1]([N:9]2[CH:17]=[N:16][C:15]3[C:10]2=[N:11][C:12]([O:19][CH2:20][CH:21]2[C:23]4([CH2:25][CH2:24]4)[CH2:22]2)=[N:13][C:14]=3[NH2:18])[C@@H:2]1[OH:3], predict the reactants needed to synthesize it. The reactants are: [C@@H:1]1([N:9]2[CH:17]=[N:16][C:15]3[C:10]2=[N:11][C:12]([O:19][CH2:20][CH:21]2[C:23]4([CH2:25][CH2:24]4)[CH2:22]2)=[N:13][C:14]=3[NH2:18])[O:7][C@H:6]([CH3:8])[C@@H:4](O)[C@H:2]1[OH:3].C(OC(C([Cl:35])=O)(C)C)(=O)C.